This data is from hERG Central: cardiac toxicity at 1µM, 10µM, and general inhibition. The task is: Predict hERG channel inhibition at various concentrations. (1) The compound is C=CCn1c(=O)c2c(nc3n2CC(C)CN3CCc2ccccc2)n(C)c1=O. Results: hERG_inhib (hERG inhibition (general)): blocker. (2) The drug is CCCNC(=O)C1CCN(c2cc(-c3ccccc3)nc3ncnn23)CC1. Results: hERG_inhib (hERG inhibition (general)): blocker.